From a dataset of Forward reaction prediction with 1.9M reactions from USPTO patents (1976-2016). Predict the product of the given reaction. (1) Given the reactants [NH2:1][CH2:2][C:3]1([N:8]([CH3:10])[CH3:9])[CH2:7][CH2:6][S:5][CH2:4]1.C1C=C(Cl)C=C(C(OO)=[O:19])C=1, predict the reaction product. The product is: [NH2:1][CH2:2][C:3]1([N:8]([CH3:10])[CH3:9])[CH2:4][S:5](=[O:19])[CH2:6][CH2:7]1. (2) Given the reactants Br[C:2]1[CH:7]=[CH:6][C:5]([N:8]2[CH2:13][CH2:12][O:11][CH2:10][C@@H:9]2[CH3:14])=[CH:4][CH:3]=1.[CH3:15][C:16]1([CH3:23])[C:20]([CH3:22])([CH3:21])[O:19][BH:18][O:17]1.C(N(CC)CC)C.O, predict the reaction product. The product is: [CH3:14][C@H:9]1[CH2:10][O:11][CH2:12][CH2:13][N:8]1[C:5]1[CH:6]=[CH:7][C:2]([B:18]2[O:19][C:20]([CH3:22])([CH3:21])[C:16]([CH3:23])([CH3:15])[O:17]2)=[CH:3][CH:4]=1. (3) Given the reactants [C:1]([C:5]1[CH:12]=[CH:11][C:8]([CH:9]=O)=[CH:7][CH:6]=1)([CH3:4])([CH3:3])[CH3:2].[F:13][C:14]1[CH:15]=[C:16]([CH2:20][CH2:21][NH2:22])[CH:17]=[CH:18][CH:19]=1.[BH4-].[Na+], predict the reaction product. The product is: [C:1]([C:5]1[CH:12]=[CH:11][C:8]([CH2:9][NH:22][CH2:21][CH2:20][C:16]2[CH:17]=[CH:18][CH:19]=[C:14]([F:13])[CH:15]=2)=[CH:7][CH:6]=1)([CH3:4])([CH3:3])[CH3:2]. (4) Given the reactants [O:1]=[C:2]1[CH:11]=[CH:10][C:9]2[N:8]=[CH:7][C:6]([C:12]([O:14]C)=[O:13])=[CH:5][C:4]=2[N:3]1[CH2:16][CH:17]=[CH2:18].[OH-].[Na+].Cl, predict the reaction product. The product is: [O:1]=[C:2]1[CH:11]=[CH:10][C:9]2[N:8]=[CH:7][C:6]([C:12]([OH:14])=[O:13])=[CH:5][C:4]=2[N:3]1[CH2:16][CH:17]=[CH2:18]. (5) Given the reactants [Cl:1][C:2]1[CH:3]=[C:4]2[C:8](=C[CH:10]=1)[NH:7][C:6]([CH2:11][N:12]1[C:16]3=[CH:17][N:18]=[CH:19][CH:20]=[C:15]3[C:14]3([CH2:22][CH2:21]3)[C:13]1=[O:23])=[CH:5]2.ClC1C=C2C=C(C(OC)=O)NC2=[N:29]C=1.ClC1C=C2C(=CC=1)NC(C(OC)=O)=C2, predict the reaction product. The product is: [Cl:1][C:2]1[CH:3]=[C:4]2[CH:5]=[C:6]([CH2:11][N:12]3[C:16]4=[CH:17][N:18]=[CH:19][CH:20]=[C:15]4[C:14]4([CH2:22][CH2:21]4)[C:13]3=[O:23])[NH:7][C:8]2=[N:29][CH:10]=1. (6) Given the reactants Br[C:2]1[CH:10]=[C:9]2[C:5]([C:6]([C:11]3[N:15]([CH3:16])[N:14]=[C:13]([CH3:17])[CH:12]=3)=[N:7][NH:8]2)=[CH:4][CH:3]=1.[CH2:18]([NH:20][C:21](=[O:38])[C:22]1[CH:27]=[CH:26][C:25]([CH3:28])=[C:24](B2OC(C)(C)C(C)(C)O2)[CH:23]=1)[CH3:19].C(=O)([O-])O.[Na+], predict the reaction product. The product is: [CH3:16][N:15]1[C:11]([C:6]2[C:5]3[C:9](=[CH:10][C:2]([C:24]4[CH:23]=[C:22]([CH:27]=[CH:26][C:25]=4[CH3:28])[C:21]([NH:20][CH2:18][CH3:19])=[O:38])=[CH:3][CH:4]=3)[NH:8][N:7]=2)=[CH:12][C:13]([CH3:17])=[N:14]1. (7) Given the reactants [F:1][C:2]1[CH:7]=[CH:6][C:5]([N:8]=[C:9]=[O:10])=[CH:4][CH:3]=1.[F:11][C:12]([F:32])([F:31])[O:13][C:14]1[CH:19]=[CH:18][C:17]([S:20]([N:23]2[CH2:28][CH2:27][CH:26]([O:29][NH2:30])[CH2:25][CH2:24]2)(=[O:22])=[O:21])=[CH:16][CH:15]=1.N1C=CC=CC=1, predict the reaction product. The product is: [F:1][C:2]1[CH:7]=[CH:6][C:5]([NH:8][C:9]([NH:30][O:29][CH:26]2[CH2:25][CH2:24][N:23]([S:20]([C:17]3[CH:16]=[CH:15][C:14]([O:13][C:12]([F:32])([F:11])[F:31])=[CH:19][CH:18]=3)(=[O:21])=[O:22])[CH2:28][CH2:27]2)=[O:10])=[CH:4][CH:3]=1. (8) Given the reactants [CH3:1][C:2]1[N:3]=[C:4]2[C:9]([NH:10][CH2:11][C:12]3[C:17]([CH3:18])=[CH:16][CH:15]=[CH:14][C:13]=3[CH2:19][CH3:20])=[CH:8][C:7]([C:21]([OH:23])=O)=[CH:6][N:5]2[C:24]=1[CH3:25].[B-](F)(F)(F)F.CN(C(ON1N=NC2C1=CC=CC=2)=[N+](C)C)C.C(Cl)Cl.[NH:51]1[CH2:56][CH2:55][O:54][CH2:53][CH2:52]1, predict the reaction product. The product is: [CH3:1][C:2]1[N:3]=[C:4]2[C:9]([NH:10][CH2:11][C:12]3[C:17]([CH3:18])=[CH:16][CH:15]=[CH:14][C:13]=3[CH2:19][CH3:20])=[CH:8][C:7]([C:21]([N:51]3[CH2:56][CH2:55][O:54][CH2:53][CH2:52]3)=[O:23])=[CH:6][N:5]2[C:24]=1[CH3:25].